From a dataset of NCI-60 drug combinations with 297,098 pairs across 59 cell lines. Regression. Given two drug SMILES strings and cell line genomic features, predict the synergy score measuring deviation from expected non-interaction effect. Drug 2: CCC1=C2CN3C(=CC4=C(C3=O)COC(=O)C4(CC)O)C2=NC5=C1C=C(C=C5)O. Cell line: OVCAR3. Synergy scores: CSS=58.6, Synergy_ZIP=13.7, Synergy_Bliss=13.2, Synergy_Loewe=14.6, Synergy_HSA=14.7. Drug 1: CC1CC(C(C(C=C(C(C(C=CC=C(C(=O)NC2=CC(=O)C(=C(C1)C2=O)OC)C)OC)OC(=O)N)C)C)O)OC.